This data is from Reaction yield outcomes from USPTO patents with 853,638 reactions. The task is: Predict the reaction yield, written as a fraction of the theoretical maximum amount of product (1.0 means a 100% yield; for example, 0.34 means a 34% yield). (1) The reactants are C[O:2][C:3](=[O:22])[C:4]1[CH:9]=[CH:8][C:7]([C:10]2[NH:14][C:13]3[C:15]([CH:20]=[O:21])=[C:16]([OH:19])[CH:17]=[CH:18][C:12]=3[N:11]=2)=[CH:6][CH:5]=1. The catalyst is O1CCOCC1.[OH-].[Na+]. The product is [CH:20]([C:15]1[C:13]2[NH:14][C:10]([C:7]3[CH:8]=[CH:9][C:4]([C:3]([OH:22])=[O:2])=[CH:5][CH:6]=3)=[N:11][C:12]=2[CH:18]=[CH:17][C:16]=1[OH:19])=[O:21]. The yield is 0.890. (2) The reactants are [N+:1]([C:4]1[CH:10]=[C:9]([O:11][C:12]([F:15])([F:14])[F:13])[CH:8]=[CH:7][C:5]=1N)([O-])=O.[C:16]([CH2:18]C(OCC1C=CC=CC=1)=O)#N.C([O-])([O-])=O.[K+].[K+]. The catalyst is C(#N)C.CN(C=O)C. The product is [F:13][C:12]([F:15])([F:14])[O:11][C:9]1[CH:10]=[C:4]2[C:5]([CH:16]=[CH:18][NH:1]2)=[CH:7][CH:8]=1. The yield is 0.630. (3) The reactants are C[N:2](C)[CH:3]=[N:4][C:5]([C:7]1[CH:8]=[C:9]2[N:15]([N:16]=1)[C:14]1[CH:17]=[C:18]([Br:21])[CH:19]=[CH:20][C:13]=1[O:12][CH2:11][CH2:10]2)=O.Cl.[CH:24]([NH:27]N)([CH3:26])[CH3:25]. The catalyst is C(O)(=O)C. The product is [Br:21][C:18]1[CH:19]=[CH:20][C:13]2[O:12][CH2:11][CH2:10][C:9]3[N:15]([N:16]=[C:7]([C:5]4[N:27]([CH:24]([CH3:26])[CH3:25])[N:2]=[CH:3][N:4]=4)[CH:8]=3)[C:14]=2[CH:17]=1. The yield is 0.760.